This data is from Reaction yield outcomes from USPTO patents with 853,638 reactions. The task is: Predict the reaction yield, written as a fraction of the theoretical maximum amount of product (1.0 means a 100% yield; for example, 0.34 means a 34% yield). (1) The reactants are [CH2:1]([O:8][C@H:9]1[C@H:14]([O:15][CH2:16][C:17]2[CH:22]=[CH:21][CH:20]=[CH:19][CH:18]=2)[C@H:13]([O:23][CH2:24][C:25]2[CH:30]=[CH:29][CH:28]=[CH:27][CH:26]=2)[C@H:12]([CH3:31])[O:11][C@H:10]1C(C)CC(O)=O)[C:2]1[CH:7]=[CH:6][CH:5]=[CH:4][CH:3]=1. The catalyst is C1COCC1. The product is [CH2:1]([O:8][C@H:9]1[C@H:14]([O:15][CH2:16][C:17]2[CH:22]=[CH:21][CH:20]=[CH:19][CH:18]=2)[C@H:13]([O:23][CH2:24][C:25]2[CH:30]=[CH:29][CH:28]=[CH:27][CH:26]=2)[C@H:12]([CH3:31])[O:11][C@H:10]1[CH2:4][CH2:3][CH2:2][CH2:1][OH:8])[C:2]1[CH:3]=[CH:4][CH:5]=[CH:6][CH:7]=1. The yield is 0.340. (2) The reactants are [OH-].[NH4+:2].[C:3]([N:7]1[C:11]2[CH:12]=[CH:13][C:14]([C:16]3[CH:17]=[N:18][C:19]([NH2:22])=[N:20][CH:21]=3)=[CH:15][C:10]=2[N:9]=[C:8]1[C:23]1[CH:28]=[CH:27][CH:26]=[CH:25][C:24]=1[C:29]1[N:33]=[C:32](C(Cl)(Cl)Cl)[O:31][N:30]=1)([CH3:6])([CH3:5])[CH3:4].O. The catalyst is CN(C=O)C. The product is [NH2:2][C:32]1[O:31][N:30]=[C:29]([C:24]2[CH:25]=[CH:26][CH:27]=[CH:28][C:23]=2[C:8]2[N:7]([C:3]([CH3:5])([CH3:6])[CH3:4])[C:11]3[CH:12]=[CH:13][C:14]([C:16]4[CH:17]=[N:18][C:19]([NH2:22])=[N:20][CH:21]=4)=[CH:15][C:10]=3[N:9]=2)[N:33]=1. The yield is 0.170. (3) The reactants are [Br:1][C:2]1[CH:3]=[CH:4][C:5]([OH:8])=[N:6][CH:7]=1.I[CH:10]([CH3:12])[CH3:11].C([O-])([O-])=O.[K+].[K+]. The catalyst is CN(C=O)C.O. The product is [Br:1][C:2]1[CH:3]=[CH:4][C:5](=[O:8])[N:6]([CH:10]([CH3:12])[CH3:11])[CH:7]=1. The yield is 0.310. (4) The reactants are [Cl:1][C:2]1[CH:3]=[C:4]([NH:16][C:17]2[C:26]3[C:21](=[CH:22][C:23]([O:39][CH2:40][CH3:41])=[C:24]([NH:27][C:28](=[O:38])[CH2:29]P(OCC)(OCC)=O)[CH:25]=3)[N:20]=[CH:19][C:18]=2[C:42]#[N:43])[CH:5]=[CH:6][C:7]=1[O:8][CH2:9][C:10]1[CH:15]=[CH:14][CH:13]=[CH:12][N:11]=1.C[Si]([N-][Si](C)(C)C)(C)C.[Li+].C1(C)C=CC=CC=1.[CH3:61][N:62]1[CH2:66][CH2:65][CH2:64][C@@H:63]1[CH:67]=O. The catalyst is O1CCCC1. The product is [Cl:1][C:2]1[CH:3]=[C:4]([NH:16][C:17]2[C:26]3[C:21](=[CH:22][C:23]([O:39][CH2:40][CH3:41])=[C:24]([NH:27][C:28](=[O:38])/[CH:29]=[CH:67]/[C@H:63]4[CH2:64][CH2:65][CH2:66][N:62]4[CH3:61])[CH:25]=3)[N:20]=[CH:19][C:18]=2[C:42]#[N:43])[CH:5]=[CH:6][C:7]=1[O:8][CH2:9][C:10]1[CH:15]=[CH:14][CH:13]=[CH:12][N:11]=1. The yield is 0.197. (5) The reactants are FC(F)(F)C(O)=O.[S:8]1[C:14]2[CH:15]=[CH:16][CH:17]=[CH:18][C:13]=2[CH2:12][N:11]([C:19]2[N:28]=[C:27]([NH:29][CH2:30][CH2:31][NH:32]C(=O)OC(C)(C)C)[C:26]3[C:21](=[CH:22][CH:23]=[C:24]([CH3:40])[CH:25]=3)[N:20]=2)[CH2:10][CH2:9]1. The catalyst is ClCCl. The product is [S:8]1[C:14]2[CH:15]=[CH:16][CH:17]=[CH:18][C:13]=2[CH2:12][N:11]([C:19]2[N:28]=[C:27]([NH:29][CH2:30][CH2:31][NH2:32])[C:26]3[C:21](=[CH:22][CH:23]=[C:24]([CH3:40])[CH:25]=3)[N:20]=2)[CH2:10][CH2:9]1. The yield is 0.720. (6) The reactants are [N+:1]([C:4]1[CH:9]=[C:8]([N+:10]([O-])=O)[CH:7]=[CH:6][C:5]=1[S:13][CH2:14][C:15]([OH:17])=O)([O-])=O.O.O.[Sn](Cl)Cl. The catalyst is C(O)C. The product is [NH2:10][C:8]1[CH:7]=[CH:6][C:5]2[S:13][CH2:14][C:15](=[O:17])[NH:1][C:4]=2[CH:9]=1. The yield is 0.520. (7) The reactants are [Cl-].[Li+].C([Mg]Br)C.C(Br)[CH2:8][C@H:9]([CH2:11][CH2:12][CH:13]=[C:14](C)C)[CH3:10].CC(=CCC[C@H](C)CCCC)C.C[C:31]([CH3:33])=[O:32].[OH:34]S(O)(=O)=O.O=[Cr](=O)=O. The catalyst is C1COCC1.CC(C)=O.[Cu]Cl. The product is [CH3:8][C@H:9]([CH2:11][CH2:12][CH2:13][CH3:14])[CH2:10][CH2:33][C:31]([OH:34])=[O:32]. The yield is 0.590.